Dataset: Full USPTO retrosynthesis dataset with 1.9M reactions from patents (1976-2016). Task: Predict the reactants needed to synthesize the given product. Given the product [CH3:73][O:72][CH:71]([O:74][CH3:75])[CH2:70][N:69]([CH2:67][CH3:68])[C:60](=[O:62])[CH2:59][CH2:58][O:57][CH2:56][CH2:55][C:54]1[CH:63]=[CH:64][CH:65]=[C:52]([CH2:51][CH2:50][N:48]2[CH2:49][C:46]3([CH2:66][N:42]([C:40]([C:38]4[N:39]=[C:35]([CH:32]([CH3:33])[CH3:34])[S:36][CH:37]=4)=[O:41])[CH2:43][CH2:44][O:45]3)[CH2:47]2)[CH:53]=1, predict the reactants needed to synthesize it. The reactants are: CN(C(ON1N=NC2C=CC=NC1=2)=[N+](C)C)C.F[P-](F)(F)(F)(F)F.FC(F)(F)C(O)=O.[CH:32]([C:35]1[S:36][CH:37]=[C:38]([C:40]([N:42]2[CH2:66][C:46]3([CH2:49][N:48]([CH2:50][CH2:51][C:52]4[CH:53]=[C:54]([CH:63]=[CH:64][CH:65]=4)[CH2:55][CH2:56][O:57][CH2:58][CH2:59][C:60]([OH:62])=O)[CH2:47]3)[O:45][CH2:44][CH2:43]2)=[O:41])[N:39]=1)([CH3:34])[CH3:33].[CH2:67]([NH:69][CH2:70][CH:71]([O:74][CH3:75])[O:72][CH3:73])[CH3:68].C(N(CC)CC)C.